This data is from Forward reaction prediction with 1.9M reactions from USPTO patents (1976-2016). The task is: Predict the product of the given reaction. (1) Given the reactants C[C:2]1([C:10]([OH:12])=[O:11])[CH2:7][CH2:6][C:5]([CH3:9])([CH3:8])[CH2:4][CH2:3]1.[CH:13](NC(C)C)(C)C.[Li].[CH3:21][O:22][C:23](Cl)=[O:24], predict the reaction product. The product is: [CH3:8][C:5]1([CH3:9])[CH2:6][CH2:7][C:2]([C:10]([O:12][CH3:13])=[O:11])([C:23]([O:22][CH3:21])=[O:24])[CH2:3][CH2:4]1. (2) Given the reactants [O:1]=[C:2]([CH3:6])[CH2:3][C:4]#[N:5].Br[CH2:8][C:9]1[CH:14]=[CH:13][CH:12]=[CH:11][C:10]=1[Cl:15], predict the reaction product. The product is: [Cl:15][C:10]1[CH:11]=[CH:12][CH:13]=[CH:14][C:9]=1[CH2:8][CH:3]([C:2](=[O:1])[CH3:6])[C:4]#[N:5]. (3) Given the reactants [C:1]([C:4]12[CH2:11][CH2:10][C:7]([NH:12][CH2:13][C:14]([N:16]3[CH2:20][C@@H:19]([F:21])[CH2:18][C@H:17]3[C:22]#[N:23])=[O:15])([CH2:8][CH2:9]1)[CH2:6][CH2:5]2)(O)=[O:2].[NH2:24][C:25]1[CH:34]=[CH:33][C:28]([NH:29][C:30](=[O:32])[CH3:31])=[CH:27][CH:26]=1, predict the reaction product. The product is: [C:30]([NH:29][C:28]1[CH:33]=[CH:34][C:25]([NH:24][C:1]([C:4]23[CH2:11][CH2:10][C:7]([NH:12][CH2:13][C:14]([N:16]4[CH2:20][C@@H:19]([F:21])[CH2:18][C@H:17]4[C:22]#[N:23])=[O:15])([CH2:8][CH2:9]2)[CH2:6][CH2:5]3)=[O:2])=[CH:26][CH:27]=1)(=[O:32])[CH3:31]. (4) Given the reactants C(O[CH:4]=[CH:5][C:6](=O)[C:7]([F:10])([F:9])[F:8])C.[C:12]([NH2:18])(=[O:17])[CH2:13][C:14]([CH3:16])=[O:15].[O-]CC.[Na+:22], predict the reaction product. The product is: [C:14]([C:13]1[C:12]([O-:17])=[N:18][C:6]([C:7]([F:8])([F:9])[F:10])=[CH:5][CH:4]=1)(=[O:15])[CH3:16].[Na+:22].